From a dataset of Full USPTO retrosynthesis dataset with 1.9M reactions from patents (1976-2016). Predict the reactants needed to synthesize the given product. (1) Given the product [CH:1]1([C:4]2[O:8][N:7]=[C:6]([C:9]3[CH:10]=[CH:11][CH:12]=[CH:13][CH:14]=3)[C:5]=2[C:15]2[O:17][C:22]([C:21]3[CH:26]=[CH:27][CH:28]=[CH:29][C:20]=3[O:19][CH3:18])=[N:24][N:25]=2)[CH2:2][CH2:3]1, predict the reactants needed to synthesize it. The reactants are: [CH:1]1([C:4]2[O:8][N:7]=[C:6]([C:9]3[CH:14]=[CH:13][CH:12]=[CH:11][CH:10]=3)[C:5]=2[C:15]([OH:17])=O)[CH2:3][CH2:2]1.[CH3:18][O:19][C:20]1[CH:29]=[CH:28][CH:27]=[CH:26][C:21]=1[C:22]([NH:24][NH2:25])=O.[Cl-].ClC1N(C)C=C[N+]=1C.C(N(CC)CC)C. (2) The reactants are: [Cl:1][CH2:2][C@@H:3]([OH:27])[CH2:4][O:5][C:6]1[CH:11]=[CH:10][C:9]([C:12]([C:15]2[CH:26]=[CH:25][C:18]([O:19][CH2:20][C@H:21]([OH:24])[CH2:22][OH:23])=[CH:17][CH:16]=2)([CH3:14])[CH3:13])=[CH:8][CH:7]=1.CO[C:30](OC)([CH3:32])[CH3:31].C1(C)C=CC(S(O)(=O)=O)=CC=1. Given the product [Cl:1][CH2:2][C@@H:3]([OH:27])[CH2:4][O:5][C:6]1[CH:7]=[CH:8][C:9]([C:12]([C:15]2[CH:16]=[CH:17][C:18]([O:19][CH2:20][C@H:21]3[CH2:22][O:23][C:30]([CH3:32])([CH3:31])[O:24]3)=[CH:25][CH:26]=2)([CH3:14])[CH3:13])=[CH:10][CH:11]=1, predict the reactants needed to synthesize it.